The task is: Predict the product of the given reaction.. This data is from Forward reaction prediction with 1.9M reactions from USPTO patents (1976-2016). Given the reactants [NH2:1][C:2]1[N:3]=[CH:4][C:5]([C:18]2[CH:26]=[CH:25][C:21]([C:22](O)=[O:23])=[CH:20][CH:19]=2)=[N:6][C:7]=1[NH:8][CH2:9][C:10]1[C:15]([Cl:16])=[CH:14][CH:13]=[CH:12][C:11]=1[Cl:17].Br[C:28]1N=C(NCC2C(Cl)=CC=CC=2Cl)C(N)=NC=1.CC1C=C(B2OC(C)(C)C(C)(C)O2)C=CC=1C=O, predict the reaction product. The product is: [NH2:1][C:2]1[N:3]=[CH:4][C:5]([C:18]2[CH:26]=[CH:25][C:21]([CH:22]=[O:23])=[C:20]([CH3:28])[CH:19]=2)=[N:6][C:7]=1[NH:8][CH2:9][C:10]1[C:11]([Cl:17])=[CH:12][CH:13]=[CH:14][C:15]=1[Cl:16].